This data is from Catalyst prediction with 721,799 reactions and 888 catalyst types from USPTO. The task is: Predict which catalyst facilitates the given reaction. Reactant: C1(NC2CCCCC2)CCCCC1.[C:14]([OH:17])(=[O:16])[CH3:15].[Cl:18][C:19]1[CH:28]=[C:27]2[C:22]([CH:23]=[CH:24][C:25]([CH:29]=[CH:30][C:31]3[CH:32]=[C:33]([C@H:37]([S:41][CH2:42][CH2:43][CH2:44][C:45]4[CH:50]=[CH:49][CH:48]=[CH:47][C:46]=4[C:51]([O:53][CH3:54])=[O:52])[CH:38]4[CH2:40][CH2:39]4)[CH:34]=[CH:35][CH:36]=3)=[N:26]2)=[CH:21][CH:20]=1.C(O)(=O)C.O. Product: [Cl:18][C:19]1[CH:28]=[C:27]2[C:22]([CH:23]=[CH:24][C:25]([CH:29]=[CH:30][C:31]3[CH:32]=[C:33]([C@H:37]([S:41][CH2:42][CH2:43][CH2:44][C:45]4[CH:50]=[CH:49][CH:48]=[CH:47][C:46]=4[C:51]([O:53][CH3:54])=[O:52])[C:38]4([CH2:15][C:14]([OH:17])=[O:16])[CH2:40][CH2:39]4)[CH:34]=[CH:35][CH:36]=3)=[N:26]2)=[CH:21][CH:20]=1. The catalyst class is: 2.